The task is: Predict the reaction yield, written as a fraction of the theoretical maximum amount of product (1.0 means a 100% yield; for example, 0.34 means a 34% yield).. This data is from Reaction yield outcomes from USPTO patents with 853,638 reactions. (1) The reactants are [OH-:1].[Li+].[Cl:3][C:4]1[N:9]=[C:8](SC)[N:7]2[CH:12]=[C:13]([CH2:15][O:16][C:17]3[CH:22]=[CH:21][CH:20]=[CH:19][CH:18]=3)[N:14]=[C:6]2[CH:5]=1. The catalyst is O.C1COCC1.C(Cl)Cl. The product is [Cl:3][C:4]1[NH:9][C:8](=[O:1])[N:7]2[CH:12]=[C:13]([CH2:15][O:16][C:17]3[CH:22]=[CH:21][CH:20]=[CH:19][CH:18]=3)[N:14]=[C:6]2[CH:5]=1. The yield is 0.980. (2) The reactants are [F:1][C:2]1([F:17])[O:6][C:5]2[CH:7]=[CH:8][C:9]([C:11]3([C:14]([OH:16])=O)[CH2:13][CH2:12]3)=[CH:10][C:4]=2[O:3]1.S(Cl)(Cl)=O.[CH3:22][C:23]1[CH:24]=[CH:25][C:26]([NH2:29])=[N:27][CH:28]=1.C(N(CC)CC)C. The catalyst is ClCCl.CN(C)C=O. The product is [F:17][C:2]1([F:1])[O:6][C:5]2[CH:7]=[CH:8][C:9]([C:11]3([C:14]([NH:29][C:26]4[CH:25]=[CH:24][C:23]([CH3:22])=[CH:28][N:27]=4)=[O:16])[CH2:12][CH2:13]3)=[CH:10][C:4]=2[O:3]1. The yield is 0.487. (3) The reactants are [CH3:1][C:2]1[CH:7]=[C:6]([CH3:8])[CH:5]=[C:4]([O:9]CC(C)=C)[C:3]=1[CH3:14].C(N(CC)[C:18]1[CH:23]=CC=C[CH:19]=1)C.Cl.[C:27](OCC)(=O)C. No catalyst specified. The product is [CH3:27][C:5]1[C:6]([CH3:8])=[CH:7][C:2]([CH3:1])=[C:3]([CH2:14][C:18]([CH3:23])=[CH2:19])[C:4]=1[OH:9]. The yield is 0.850. (4) The yield is 0.240. The product is [C:13]([C:16]1[CH:17]=[CH:18][C:19]([O:20][C@H:21]2[CH2:26][CH2:25][C@H:24]([N:27]3[C:32](=[O:33])[C:31]([CH2:34][C:35]4[CH:40]=[CH:39][C:38]([C:41]5[CH:46]=[CH:45][CH:44]=[CH:43][C:42]=5[C:47]5[NH:3][C:4](=[O:7])[O:5][N:48]=5)=[CH:37][CH:36]=4)=[C:30]([CH2:49][CH2:50][CH3:51])[N:29]4[N:52]=[CH:53][N:54]=[C:28]34)[CH2:23][CH2:22]2)=[CH:55][CH:56]=1)(=[O:15])[CH3:14]. The catalyst is O.C(OCC)(=O)C. The reactants are [Cl-].O[NH3+:3].[C:4](=[O:7])([O-])[OH:5].[Na+].CS(C)=O.[C:13]([C:16]1[CH:56]=[CH:55][C:19]([O:20][C@H:21]2[CH2:26][CH2:25][C@H:24]([N:27]3[C:32](=[O:33])[C:31]([CH2:34][C:35]4[CH:40]=[CH:39][C:38]([C:41]5[C:42]([C:47]#[N:48])=[CH:43][CH:44]=[CH:45][CH:46]=5)=[CH:37][CH:36]=4)=[C:30]([CH2:49][CH2:50][CH3:51])[N:29]4[N:52]=[CH:53][N:54]=[C:28]34)[CH2:23][CH2:22]2)=[CH:18][CH:17]=1)(=[O:15])[CH3:14]. (5) The reactants are [Cl:1][C:2]1[N:3]=[CH:4][C:5]2[N:11]([CH3:12])[C:10](=[O:13])[C:9]([CH3:15])([CH3:14])[CH2:8][NH:7][C:6]=2[N:16]=1.[CH2:17](Br)[C:18]1[CH:23]=[CH:22][CH:21]=[CH:20][CH:19]=1.[H-].[Na+]. The catalyst is CC(N(C)C)=O. The product is [CH2:17]([N:7]1[CH2:8][C:9]([CH3:14])([CH3:15])[C:10](=[O:13])[N:11]([CH3:12])[C:5]2[CH:4]=[N:3][C:2]([Cl:1])=[N:16][C:6]1=2)[C:18]1[CH:23]=[CH:22][CH:21]=[CH:20][CH:19]=1. The yield is 0.910. (6) The reactants are [C:1]([S:4][CH2:5][C:6]1[CH:7]=[C:8]([C:12]2[C:13]3[NH:17][C:16]([C:18]([C:58]4[CH:63]=[CH:62][CH:61]=[C:60]([CH2:64][S:65][C:66](=[O:68])[CH3:67])[CH:59]=4)=[C:19]4[N:57]=[C:22]([C:23]([C:46]5[CH:51]=[CH:50][CH:49]=[C:48]([CH2:52][S:53][C:54](=[O:56])[CH3:55])[CH:47]=5)=[C:24]5[NH:45][C:27](=[C:28]([C:34]6[CH:39]=[CH:38][CH:37]=[C:36]([CH2:40][S:41][C:42](=[O:44])[CH3:43])[CH:35]=6)[C:29]6[CH:30]=[CH:31][C:32]=2[N:33]=6)[CH:26]=[CH:25]5)[CH:21]=[CH:20]4)=[CH:15][CH:14]=3)[CH:9]=[CH:10][CH:11]=1)(=[O:3])[CH3:2].[Zn:69](OC(C)=O)OC(C)=O.O.O.O. The catalyst is C(Cl)(Cl)Cl.CO. The product is [Zn+2:69].[C:66]([S:65][CH2:64][C:60]1[CH:59]=[C:58]([C:18]2[C:16]3[NH:17][C:13]([C:12]([C:8]4[CH:9]=[CH:10][CH:11]=[C:6]([CH2:5][S:4][C:1](=[O:3])[CH3:2])[CH:7]=4)=[C:32]4[N:33]=[C:29]([C:28]([C:34]5[CH:39]=[CH:38][CH:37]=[C:36]([CH2:40][S:41][C:42](=[O:44])[CH3:43])[CH:35]=5)=[C:27]5[NH:45][C:24](=[C:23]([C:46]6[CH:51]=[CH:50][CH:49]=[C:48]([CH2:52][S:53][C:54](=[O:56])[CH3:55])[CH:47]=6)[C:22]6[CH:21]=[CH:20][C:19]=2[N:57]=6)[CH:25]=[CH:26]5)[CH:30]=[CH:31]4)=[CH:14][CH:15]=3)[CH:63]=[CH:62][CH:61]=1)(=[O:68])[CH3:67]. The yield is 1.00.